This data is from Forward reaction prediction with 1.9M reactions from USPTO patents (1976-2016). The task is: Predict the product of the given reaction. (1) The product is: [OH:52][C:44]12[CH2:50][CH:48]3[CH2:47][CH:46]([CH2:51][C:42]([NH:41][C:7]([C:2]4[CH:3]=[CH:4][CH:5]=[CH:6][N:1]=4)=[O:9])([CH2:49]3)[CH2:43]1)[CH2:45]2. Given the reactants [N:1]1[CH:6]=[CH:5][CH:4]=[CH:3][C:2]=1[C:7]([OH:9])=O.C(N(CC)CC)C.F[P-](F)(F)(F)(F)F.N1(OC(N(C)C)=[N+](C)C)C2C=CC=CC=2N=N1.[NH2:41][C:42]12[CH2:51][CH:46]3[CH2:47][CH:48]([CH2:50][C:44]([OH:52])([CH2:45]3)[CH2:43]1)[CH2:49]2, predict the reaction product. (2) Given the reactants [N+:1]([C:4]1[C:12]([NH:13][C:14]2[CH:15]=[C:16]([CH:19]=[CH:20][CH:21]=2)[C:17]#[N:18])=[CH:11][CH:10]=[C:9]2[C:5]=1[CH2:6][CH2:7][CH2:8]2)([O-])=O.O, predict the reaction product. The product is: [NH2:1][C:4]1[C:12]([NH:13][C:14]2[CH:15]=[C:16]([CH:19]=[CH:20][CH:21]=2)[C:17]#[N:18])=[CH:11][CH:10]=[C:9]2[C:5]=1[CH2:6][CH2:7][CH2:8]2.